Task: Predict the reactants needed to synthesize the given product.. Dataset: Full USPTO retrosynthesis dataset with 1.9M reactions from patents (1976-2016) (1) Given the product [CH3:1][C:2]1[CH:7]=[CH:6][N:5]=[C:4]([CH2:14][OH:15])[CH:3]=1, predict the reactants needed to synthesize it. The reactants are: [CH3:1][C:2]1[CH:7]=[CH:6][N+:5]([O-])=[CH:4][CH:3]=1.F[B-](F)(F)F.[CH3:14][O+:15](C)C. (2) Given the product [C:10]([NH:14][C:15]1[C:24]([CH3:25])=[N:23][C:22]2[C:17]([N:16]=1)=[C:18]([C:2]1[CH:3]=[C:4]([C:7]([NH2:9])=[O:8])[NH:5][CH:6]=1)[CH:19]=[CH:20][CH:21]=2)([CH3:13])([CH3:12])[CH3:11], predict the reactants needed to synthesize it. The reactants are: Br[C:2]1[CH:3]=[C:4]([C:7]([NH2:9])=[O:8])[NH:5][CH:6]=1.[C:10]([NH:14][C:15]1[C:24]([CH3:25])=[N:23][C:22]2[C:17](=[C:18](B3OC(C)(C)C(C)(C)O3)[CH:19]=[CH:20][CH:21]=2)[N:16]=1)([CH3:13])([CH3:12])[CH3:11].[O-]P([O-])([O-])=O.[K+].[K+].[K+].CC(C1C=C(C(C)C)C(C2C=CC=CC=2P(C2CCCCC2)C2CCCCC2)=C(C(C)C)C=1)C. (3) Given the product [CH3:1][C:2]1[C:10]([CH3:11])=[CH:9][C:8]([NH:12][S:13]([C:16]2[S:17][CH:18]=[CH:19][CH:20]=2)(=[O:15])=[O:14])=[C:7]2[C:3]=1[CH:4]=[C:5]([C:21]([OH:23])=[O:22])[NH:6]2, predict the reactants needed to synthesize it. The reactants are: [CH3:1][C:2]1[C:10]([CH3:11])=[CH:9][C:8]([NH:12][S:13]([C:16]2[S:17][CH:18]=[CH:19][CH:20]=2)(=[O:15])=[O:14])=[C:7]2[C:3]=1[CH:4]=[C:5]([C:21]([O:23]CC)=[O:22])[NH:6]2.CO.[OH-].[K+].C(O)(=O)CC(CC(O)=O)(C(O)=O)O. (4) Given the product [N:1]1([CH2:7][CH2:8][O:9][C:10]2[CH:11]=[C:12]([CH:18]=[CH:19][CH:20]=2)[C:13]([OH:15])=[O:14])[CH2:6][CH2:5][O:4][CH2:3][CH2:2]1, predict the reactants needed to synthesize it. The reactants are: [N:1]1([CH2:7][CH2:8][O:9][C:10]2[CH:11]=[C:12]([CH:18]=[CH:19][CH:20]=2)[C:13]([O:15]CC)=[O:14])[CH2:6][CH2:5][O:4][CH2:3][CH2:2]1.Cl. (5) Given the product [OH:1][C@@H:2]1[CH2:26][C@H:25]2[C@:20]([CH3:41])([CH2:21][CH2:22][C@H:23]([O:27][CH2:28][CH2:70][N:69]([C:66]3[CH:65]=[CH:64][C:63]([C@H:61]4[CH2:62][C@@:46]5([CH3:47])[C@@H:48]([CH2:49][CH2:50][C@:45]5([OH:44])[C:72]#[C:73][CH3:74])[C@H:51]5[C:60]4=[C:59]4[C:54]([CH2:53][CH2:52]5)=[CH:55][C:56](=[O:71])[CH2:57][CH2:58]4)=[CH:68][CH:67]=3)[CH3:77])[CH2:24]2)[C@@H:19]2[C@@H:3]1[C@H:4]1[C@:16]([CH3:43])([C@@H:17]([OH:42])[CH2:18]2)[C@@H:7]([C@H:8]([CH3:15])[CH2:9][CH2:10][C:11]([O:13][CH3:14])=[O:12])[CH2:6][CH2:5]1, predict the reactants needed to synthesize it. The reactants are: [OH:1][C@@H:2]1[CH2:26][C@H:25]2[C@:20]([CH3:41])([CH2:21][CH2:22][C@H:23]([O:27][CH2:28]COS(C3C=CC(C)=CC=3)(=O)=O)[CH2:24]2)[C@@H:19]2[C@@H:3]1[C@H:4]1[C@:16]([CH3:43])([C@@H:17]([OH:42])[CH2:18]2)[C@@H:7]([C@H:8]([CH3:15])[CH2:9][CH2:10][C:11]([O:13][CH3:14])=[O:12])[CH2:6][CH2:5]1.[OH:44][C@:45]1([C:72]#[C:73][CH3:74])[CH2:50][CH2:49][C@H:48]2[C@H:51]3[C:60]([C@@H:61]([C:63]4[CH:68]=[CH:67][C:66]([NH:69][CH3:70])=[CH:65][CH:64]=4)[CH2:62][C@:46]12[CH3:47])=[C:59]1[C:54](=[CH:55][C:56](=[O:71])[CH2:57][CH2:58]1)[CH2:53][CH2:52]3.[Na+].[I-].[CH:77](N(C(C)C)CC)(C)C. (6) The reactants are: [F:1][C:2]1[CH:3]=[C:4]([CH:15]=[CH:16][C:17]=1[F:18])[O:5][CH:6]1[CH2:11][CH2:10][N:9]([CH2:12][CH2:13][NH2:14])[CH2:8][CH2:7]1.[F:19][C:20]([F:31])([F:30])[C:21](O[C:21](=[O:22])[C:20]([F:31])([F:30])[F:19])=[O:22]. Given the product [F:1][C:2]1[CH:3]=[C:4]([CH:15]=[CH:16][C:17]=1[F:18])[O:5][CH:6]1[CH2:7][CH2:8][N:9]([CH2:12][CH2:13][NH:14][C:21](=[O:22])[C:20]([F:31])([F:30])[F:19])[CH2:10][CH2:11]1, predict the reactants needed to synthesize it. (7) The reactants are: C[NH:2]C(C1N(CC2N3C=C(C)C=CC3=NC=2C2C=CC(C)=CC=2)N=CN=1)=O.[F:28][C:29]1[CH:30]=[CH:31][C:32]2[N:33]([C:35]([CH2:45][N:46]3[CH:50]=[N:49][C:48]([C:51]([O:53]C)=O)=[N:47]3)=[C:36]([C:38]3[CH:43]=[CH:42][C:41]([F:44])=[CH:40][CH:39]=3)[N:37]=2)[CH:34]=1.N. Given the product [F:28][C:29]1[CH:30]=[CH:31][C:32]2[N:33]([C:35]([CH2:45][N:46]3[CH:50]=[N:49][C:48]([C:51]([NH2:2])=[O:53])=[N:47]3)=[C:36]([C:38]3[CH:39]=[CH:40][C:41]([F:44])=[CH:42][CH:43]=3)[N:37]=2)[CH:34]=1, predict the reactants needed to synthesize it. (8) Given the product [C:1]([O:5][C:6](=[O:7])[NH:8][C@H:9]([C:10](=[O:11])[N:12]([CH2:13][CH:14]1[CH2:16][CH2:17][CH2:18][CH2:19]1)[CH2:20][C:21](=[O:22])[NH:27][C@:28]1([C:33]([NH:35][S:36]([C:39]2[CH:44]=[CH:43][CH:42]=[CH:41][C:40]=2[NH:45][CH3:46])(=[O:37])=[O:38])=[O:34])[CH2:30][C@H:29]1[CH:31]=[CH2:32])[CH:24]([CH3:26])[CH3:25])([CH3:3])([CH3:2])[CH3:4], predict the reactants needed to synthesize it. The reactants are: [C:1]([O:5][C:6]([NH:8][C@@H:9]([CH:24]([CH3:26])[CH3:25])[C:10]([N:12]([CH2:20][C:21](O)=[O:22])[CH2:13][CH:14]1[CH2:19][CH2:18][CH2:17][CH2:16]C1)=[O:11])=[O:7])([CH3:4])([CH3:3])[CH3:2].[NH2:27][C@:28]1([C:33]([NH:35][S:36]([C:39]2[CH:44]=[CH:43][CH:42]=[CH:41][C:40]=2[NH:45][CH:46](C)C)(=[O:38])=[O:37])=[O:34])[CH2:30][C@H:29]1[CH:31]=[CH2:32].CCN(C(C)C)C(C)C.CN(C(ON1N=NC2C=CC=NC1=2)=[N+](C)C)C.F[P-](F)(F)(F)(F)F.